Predict the reaction yield, written as a fraction of the theoretical maximum amount of product (1.0 means a 100% yield; for example, 0.34 means a 34% yield). From a dataset of Reaction yield outcomes from USPTO patents with 853,638 reactions. (1) The reactants are [CH3:1][C:2]1[N:6]([CH2:7][CH2:8][CH2:9][C:10]2[CH:15]=[CH:14][C:13]([CH2:16][CH2:17][CH2:18][CH2:19][CH3:20])=[CH:12][CH:11]=2)[C:5]([C:21]2[CH:26]=[CH:25][C:24]([OH:27])=[CH:23][CH:22]=2)=[CH:4][CH:3]=1.O[C@@H:29]([CH2:35][C:36]1[CH:41]=[CH:40][CH:39]=[CH:38][CH:37]=1)[C:30]([O:32][CH2:33][CH3:34])=[O:31].N(C(N1CCCCC1)=O)=NC(N1CCCCC1)=O.C1(P(C2C=CC=CC=2)C2C=CC=CC=2)C=CC=CC=1. The catalyst is C1(C)C=CC=CC=1.O. The product is [CH3:1][C:2]1[N:6]([CH2:7][CH2:8][CH2:9][C:10]2[CH:15]=[CH:14][C:13]([CH2:16][CH2:17][CH2:18][CH2:19][CH3:20])=[CH:12][CH:11]=2)[C:5]([C:21]2[CH:22]=[CH:23][C:24]([O:27][C@H:29]([CH2:35][C:36]3[CH:37]=[CH:38][CH:39]=[CH:40][CH:41]=3)[C:30]([O:32][CH2:33][CH3:34])=[O:31])=[CH:25][CH:26]=2)=[CH:4][CH:3]=1. The yield is 0.130. (2) The reactants are [CH3:1][S:2]([C:5]1[N:10]=[CH:9][C:8]([O:11][C:12]2[CH:13]=[C:14]3[C:18](=[C:19]([O:21][CH:22]4[CH2:27][CH2:26][O:25][CH2:24][CH2:23]4)[CH:20]=2)[NH:17][C:16]([C:28]2[S:29][CH:30]([CH2:33][C:34](O)=[O:35])[CH2:31][N:32]=2)=[CH:15]3)=[CH:7][CH:6]=1)(=[O:4])=[O:3].O.O[N:39]1[C:43]2C=CC=C[C:42]=2[N:41]=N1.Cl.C(N=C=NCCCN(C)C)C.Cl.NCC#N. The catalyst is CN(C)C=O.CCCCCC.C(OCC)(=O)C.CO.O.C(N(CC)CC)C. The product is [C:43]([CH2:42][NH:41][C:34](=[O:35])[CH2:33][CH:30]1[S:29][C:28]([C:16]2[NH:17][C:18]3[C:14]([CH:15]=2)=[CH:13][C:12]([O:11][C:8]2[CH:9]=[N:10][C:5]([S:2]([CH3:1])(=[O:3])=[O:4])=[CH:6][CH:7]=2)=[CH:20][C:19]=3[O:21][CH:22]2[CH2:23][CH2:24][O:25][CH2:26][CH2:27]2)=[N:32][CH2:31]1)#[N:39]. The yield is 0.640. (3) The reactants are [F:1][C:2]1[CH:7]=[C:6]([N+:8]([O-])=O)[CH:5]=[CH:4][C:3]=1[N:11]1[CH2:16][CH2:15][N:14]([CH3:17])[CH2:13][CH2:12]1. The catalyst is C(OCC)(=O)C.C(O)C.[Pd]. The product is [F:1][C:2]1[CH:7]=[C:6]([NH2:8])[CH:5]=[CH:4][C:3]=1[N:11]1[CH2:12][CH2:13][N:14]([CH3:17])[CH2:15][CH2:16]1. The yield is 0.930. (4) The reactants are Cl.C(O[C:5]([C:7]1[CH:8]=[C:9]2[C:13](=[CH:14][CH:15]=1)[NH:12][N:11]=[C:10]2[C:16]1[CH:21]=[CH:20][C:19]([F:22])=[CH:18][CH:17]=1)=[NH:6])C.[O:23]1[CH:27]=[CH:26][CH:25]=[C:24]1[C:28]([NH:30][NH2:31])=O. No catalyst specified. The product is [F:22][C:19]1[CH:18]=[CH:17][C:16]([C:10]2[C:9]3[C:13](=[CH:14][CH:15]=[C:7]([C:5]4[NH:6][C:28]([C:24]5[O:23][CH:27]=[CH:26][CH:25]=5)=[N:30][N:31]=4)[CH:8]=3)[NH:12][N:11]=2)=[CH:21][CH:20]=1. The yield is 0.150. (5) The reactants are [Cl:1][C:2]1[CH:8]=[CH:7][C:5]([NH2:6])=[C:4]([C:9]2[CH:14]=[C:13]([O:15][CH3:16])[N:12]=[CH:11][N:10]=2)[CH:3]=1.[F:17][C:18]([F:29])([F:28])[C:19](O[C:19](=[O:20])[C:18]([F:29])([F:28])[F:17])=[O:20]. The product is [Cl:1][C:2]1[CH:8]=[CH:7][C:5]([NH:6][C:19](=[O:20])[C:18]([F:29])([F:28])[F:17])=[C:4]([C:9]2[CH:14]=[C:13]([O:15][CH3:16])[N:12]=[CH:11][N:10]=2)[CH:3]=1. The catalyst is C(Cl)Cl. The yield is 0.930. (6) The yield is 0.910. The product is [CH:21]([C:18]1[CH:17]=[CH:16][C:15]([CH:14]=[C:13]([CH3:24])[CH2:12][O:7][C:6]2[CH:5]=[CH:4][C:3]([CH3:8])=[CH:2][CH:1]=2)=[CH:20][CH:19]=1)([CH3:23])[CH3:22]. The reactants are [CH:1]1[C:6]([OH:7])=[CH:5][CH:4]=[C:3]([CH3:8])[CH:2]=1.[H-].[Na+].Br[CH2:12][C:13]([CH3:24])=[CH:14][C:15]1[CH:20]=[CH:19][C:18]([CH:21]([CH3:23])[CH3:22])=[CH:17][CH:16]=1.O. The catalyst is CN(C=O)C. (7) The reactants are [F:1][C:2]1[CH:10]=[CH:9][C:8]([C:11]2[CH:16]=[CH:15][CH:14]=[C:13]([F:17])[CH:12]=2)=[CH:7][C:3]=1[C:4]([OH:6])=O.[CH3:18][O:19][C:20]1[CH:21]=[C:22]([CH:24]=[CH:25][CH:26]=1)[NH2:23].C([O-])([O-])=O.[K+].[K+]. The catalyst is O=S(Cl)Cl.C1COCC1. The product is [F:1][C:2]1[CH:10]=[CH:9][C:8]([C:11]2[CH:16]=[CH:15][CH:14]=[C:13]([F:17])[CH:12]=2)=[CH:7][C:3]=1[C:4]([NH:23][C:22]1[CH:24]=[CH:25][CH:26]=[C:20]([O:19][CH3:18])[CH:21]=1)=[O:6]. The yield is 0.960.